From a dataset of Catalyst prediction with 721,799 reactions and 888 catalyst types from USPTO. Predict which catalyst facilitates the given reaction. (1) Reactant: [Cl:1][C:2]1[C:3]2[CH:10]=[C:9]([C:11](Cl)=[O:12])[S:8][C:4]=2[N:5]=[CH:6][N:7]=1.[NH3:14]. Product: [Cl:1][C:2]1[C:3]2[CH:10]=[C:9]([C:11]([NH2:14])=[O:12])[S:8][C:4]=2[N:5]=[CH:6][N:7]=1. The catalyst class is: 2. (2) Reactant: [OH:1][NH:2][C:3]([C:5]1[CH:31]=[CH:30][C:8]([CH2:9][N:10]([CH2:22][C:23]([O:25][C:26]([CH3:29])([CH3:28])[CH3:27])=[O:24])[C:11](=[O:21])[C:12]2[CH:17]=[CH:16][C:15]([N+:18]([O-:20])=[O:19])=[CH:14][CH:13]=2)=[CH:7][CH:6]=1)=[NH:4].CCN(C(C)C)C(C)C.[CH3:41][C:42]1[CH:47]=[CH:46][C:45]([C:48]2[CH:53]=[CH:52][C:51]([C:54](Cl)=O)=[CH:50][CH:49]=2)=[CH:44][CH:43]=1. Product: [CH3:41][C:42]1[CH:47]=[CH:46][C:45]([C:48]2[CH:53]=[CH:52][C:51]([C:54]3[O:1][N:2]=[C:3]([C:5]4[CH:6]=[CH:7][C:8]([CH2:9][N:10]([CH2:22][C:23]([O:25][C:26]([CH3:27])([CH3:28])[CH3:29])=[O:24])[C:11](=[O:21])[C:12]5[CH:13]=[CH:14][C:15]([N+:18]([O-:20])=[O:19])=[CH:16][CH:17]=5)=[CH:30][CH:31]=4)[N:4]=3)=[CH:50][CH:49]=2)=[CH:44][CH:43]=1. The catalyst class is: 425. (3) Reactant: [OH:1][C@H:2]1[CH2:6][CH2:5][NH:4][C@@H:3]1[C:7]([OH:9])=[O:8].[C:10](O[C:10]([O:12][C:13]([CH3:16])([CH3:15])[CH3:14])=[O:11])([O:12][C:13]([CH3:16])([CH3:15])[CH3:14])=[O:11].CCN(C(C)C)C(C)C. Product: [C:13]([O:12][C:10]([N:4]1[CH2:5][CH2:6][C@H:2]([OH:1])[C@H:3]1[C:7]([OH:9])=[O:8])=[O:11])([CH3:16])([CH3:15])[CH3:14]. The catalyst class is: 2.